From a dataset of Full USPTO retrosynthesis dataset with 1.9M reactions from patents (1976-2016). Predict the reactants needed to synthesize the given product. Given the product [C:4]1([NH:1][C:2]([N:17]2[CH:18]3[CH2:21][CH2:22][N:14]([CH2:20][CH2:19]3)[CH2:15][CH2:16]2)=[O:3])[C:13]2[C:8](=[CH:9][CH:10]=[CH:11][CH:12]=2)[CH:7]=[CH:6][CH:5]=1, predict the reactants needed to synthesize it. The reactants are: [N:1]([C:4]1[C:13]2[C:8](=[CH:9][CH:10]=[CH:11][CH:12]=2)[CH:7]=[CH:6][CH:5]=1)=[C:2]=[O:3].[N:14]12[CH2:22][CH2:21][CH:18]([CH2:19][CH2:20]1)[NH:17][CH2:16][CH2:15]2.